From a dataset of Full USPTO retrosynthesis dataset with 1.9M reactions from patents (1976-2016). Predict the reactants needed to synthesize the given product. The reactants are: [Br:1][C:2]1[CH:7]=[CH:6][C:5]([C:8]2[C:12]3[CH:13]=[CH:14][C:15]([O:17][CH2:18][CH2:19][CH2:20]Br)=[CH:16][C:11]=3[S:10][N:9]=2)=[CH:4][CH:3]=1.[CH2:22]([NH2:24])[CH3:23]. Given the product [Br:1][C:2]1[CH:7]=[CH:6][C:5]([C:8]2[C:12]3[CH:13]=[CH:14][C:15]([O:17][CH2:18][CH2:19][CH2:20][NH:24][CH2:22][CH3:23])=[CH:16][C:11]=3[S:10][N:9]=2)=[CH:4][CH:3]=1, predict the reactants needed to synthesize it.